Dataset: Catalyst prediction with 721,799 reactions and 888 catalyst types from USPTO. Task: Predict which catalyst facilitates the given reaction. (1) Reactant: [Br:1][C:2]1[CH:11]=[CH:10][C:9]2[C:4](=[CH:5][C:6]([OH:12])=[CH:7][CH:8]=2)[CH:3]=1.C(=O)([O-])[O-].[Cs+].[Cs+].CN(C)C=O.[CH3:24][C@@H:25]1[CH2:30][CH2:29][C@H:28](OS(C)(=O)=O)[CH2:27][CH2:26]1. Product: [Br:1][C:2]1[CH:11]=[CH:10][C:9]2[C:4](=[CH:5][C:6]([O:12][C@H:28]3[CH2:29][CH2:30][C@@H:25]([CH3:24])[CH2:26][CH2:27]3)=[CH:7][CH:8]=2)[CH:3]=1. The catalyst class is: 28. (2) Reactant: [CH3:1][O:2][C:3]1[CH:4]=[C:5]2[C:10](=[CH:11][C:12]=1[O:13][CH3:14])[N:9]=[CH:8][CH:7]=[C:6]2[O:15][C:16]1[CH:21]=[CH:20][C:19]([NH:22][C:23](=O)[CH2:24][CH2:25][O:26][C:27]2[CH:32]=[CH:31][CH:30]=[CH:29][C:28]=2[Cl:33])=[C:18]([CH3:35])[C:17]=1[CH3:36].Cl.[OH-].[Na+]. The catalyst class is: 7. Product: [Cl:33][C:28]1[CH:29]=[CH:30][CH:31]=[CH:32][C:27]=1[O:26][CH2:25][CH2:24][CH2:23][NH:22][C:19]1[CH:20]=[CH:21][C:16]([O:15][C:6]2[C:5]3[C:10](=[CH:11][C:12]([O:13][CH3:14])=[C:3]([O:2][CH3:1])[CH:4]=3)[N:9]=[CH:8][CH:7]=2)=[C:17]([CH3:36])[C:18]=1[CH3:35]. (3) Reactant: [OH:1][C:2]1[C:3](=[O:9])[CH:4]=[CH:5][CH:6]=[CH:7][CH:8]=1.[C:10]1([CH3:20])[CH:15]=[CH:14][C:13]([S:16](Cl)(=[O:18])=[O:17])=[CH:12][CH:11]=1. Product: [CH3:20][C:10]1[CH:15]=[CH:14][C:13]([S:16]([O:9][C:3]2[C:2](=[O:1])[CH:8]=[CH:7][CH:6]=[CH:5][CH:4]=2)(=[O:18])=[O:17])=[CH:12][CH:11]=1. The catalyst class is: 17. (4) Reactant: [C:1]([C:4]1[N:5]([CH2:22][C:23]2[CH:28]=[CH:27][C:26]([C:29](=[O:31])[CH3:30])=[CH:25][CH:24]=2)[C:6](=[O:21])[C:7]2[C:12]([C:13]=1[C:14]1[CH:19]=[CH:18][CH:17]=[CH:16][CH:15]=1)=[CH:11][C:10]([Br:20])=[CH:9][CH:8]=2)(=[O:3])[CH3:2].[CH3:32][Mg]Br.[Cl-].[NH4+]. Product: [C:1]([C:4]1[N:5]([CH2:22][C:23]2[CH:24]=[CH:25][C:26]([C:29]([OH:31])([CH3:32])[CH3:30])=[CH:27][CH:28]=2)[C:6](=[O:21])[C:7]2[C:12]([C:13]=1[C:14]1[CH:15]=[CH:16][CH:17]=[CH:18][CH:19]=1)=[CH:11][C:10]([Br:20])=[CH:9][CH:8]=2)(=[O:3])[CH3:2]. The catalyst class is: 1.